This data is from Catalyst prediction with 721,799 reactions and 888 catalyst types from USPTO. The task is: Predict which catalyst facilitates the given reaction. (1) Reactant: [CH3:1][O:2][C:3](=[O:16])[CH2:4][S:5][CH:6]([CH3:15])[CH2:7][C:8]([O:10]C(C)(C)C)=[O:9].FC(F)(F)C(O)=O. Product: [CH3:1][O:2][C:3](=[O:16])[CH2:4][S:5][CH:6]([CH3:15])[CH2:7][C:8]([OH:10])=[O:9]. The catalyst class is: 4. (2) Reactant: [Br:1][C:2]1[C:10]2[C:9](=[O:11])[NH:8][N:7]=[CH:6][C:5]=2[S:4][CH:3]=1.C1(P(C2C=CC=CC=2)C2C=CC=CC=2)C=CC=CC=1.N(/C(OCC)=O)=N\C(OCC)=O.[S:43]1[C:51]2[C:46](=[N:47][C:48]([CH2:52][CH2:53]O)=[CH:49][CH:50]=2)[CH:45]=[CH:44]1. Product: [Br:1][C:2]1[C:10]2[C:9](=[O:11])[N:8]([CH2:53][CH2:52][C:48]3[N:47]=[C:46]4[CH:45]=[CH:44][S:43][C:51]4=[CH:50][CH:49]=3)[N:7]=[CH:6][C:5]=2[S:4][CH:3]=1. The catalyst class is: 1. (3) Reactant: ClC(Cl)(Cl)C[O:4][C:5](=O)[NH:6][C:7]1[N:8]=[C:9]2[CH:14]=[CH:13][C:12]([O:15][C:16]3[CH:21]=[CH:20][CH:19]=[C:18]([NH:22][C:23](=[O:34])[C:24]4[CH:29]=[CH:28][CH:27]=[C:26]([C:30]([F:33])([F:32])[F:31])[CH:25]=4)[CH:17]=3)=[N:11][N:10]2[CH:35]=1.[CH3:39][N:40]1[CH2:45][CH2:44][NH:43][CH2:42][CH2:41]1.C(N(C(C)C)C(C)C)(C)C. Product: [CH3:39][N:40]1[CH2:45][CH2:44][N:43]([C:5]([NH:6][C:7]2[N:8]=[C:9]3[CH:14]=[CH:13][C:12]([O:15][C:16]4[CH:21]=[CH:20][CH:19]=[C:18]([NH:22][C:23](=[O:34])[C:24]5[CH:29]=[CH:28][CH:27]=[C:26]([C:30]([F:33])([F:31])[F:32])[CH:25]=5)[CH:17]=4)=[N:11][N:10]3[CH:35]=2)=[O:4])[CH2:42][CH2:41]1. The catalyst class is: 16. (4) Reactant: [NH2:1][C:2]1[CH:3]=[C:4]([CH:9]=[CH:10][C:11]=1[OH:12])[C:5]([O:7][CH3:8])=[O:6].C(N(CC)CC)C.C[C:21]1[CH:26]=[CH:25]C(S(O)(=O)=O)=[CH:23][CH:22]=1.N1[CH:25]=[CH:26][CH:21]=[CH:22][CH:23]=1.C(Cl)(=O)CCC=C. Product: [CH2:26]([C:25]1[O:12][C:11]2[CH:10]=[CH:9][C:4]([C:5]([O:7][CH3:8])=[O:6])=[CH:3][C:2]=2[N:1]=1)[CH2:21][CH:22]=[CH2:23]. The catalyst class is: 13. (5) Reactant: [CH2:1]1[O:11][C:4]2([CH2:9][CH2:8][C:7](=O)[CH2:6][CH2:5]2)[O:3][CH2:2]1.[F:12][C:13]1[CH:18]=[CH:17][CH:16]=[CH:15][C:14]=1[N:19]1[CH2:24][CH2:23][NH:22][CH2:21][CH2:20]1.C1(C)C=CC(S(O)(=O)=O)=CC=1.C(O[BH-](OC(=O)C)OC(=O)C)(=O)C.[Na+].C(O)(=O)C.[OH-].[Na+]. Product: [F:12][C:13]1[CH:18]=[CH:17][CH:16]=[CH:15][C:14]=1[N:19]1[CH2:24][CH2:23][N:22]([CH:7]2[CH2:8][CH2:9][C:4]3([O:11][CH2:1][CH2:2][O:3]3)[CH2:5][CH2:6]2)[CH2:21][CH2:20]1. The catalyst class is: 11. (6) Reactant: [Cl:1][C:2]1[C:3]([N:9]2[CH2:14][CH2:13][NH:12][C@H:11]([CH3:15])[CH2:10]2)=[N:4][CH:5]=[C:6]([Cl:8])[CH:7]=1.[Br:16][C:17]1[C:22]2[NH:23][C:24](Cl)=[N:25][C:21]=2[CH:20]=[C:19]([C:27]([F:30])([F:29])[F:28])[CH:18]=1. Product: [Br:16][C:17]1[C:22]2[N:23]=[C:24]([N:12]3[CH2:13][CH2:14][N:9]([C:3]4[C:2]([Cl:1])=[CH:7][C:6]([Cl:8])=[CH:5][N:4]=4)[CH2:10][C@H:11]3[CH3:15])[NH:25][C:21]=2[CH:20]=[C:19]([C:27]([F:30])([F:29])[F:28])[CH:18]=1. The catalyst class is: 12. (7) Reactant: [Mg].[CH2:2]([O:8][C:9]1[CH:14]=[CH:13][C:12](Br)=[CH:11][CH:10]=1)[CH2:3][CH2:4][CH2:5][CH2:6][CH3:7].[CH2:16]([O:23][C:24]([N:26]1[CH2:31][CH2:30][C:29](=[O:32])[CH2:28][CH2:27]1)=[O:25])[C:17]1[CH:22]=[CH:21][CH:20]=[CH:19][CH:18]=1. Product: [CH2:16]([O:23][C:24]([N:26]1[CH2:31][CH2:30][C:29]([C:12]2[CH:13]=[CH:14][C:9]([O:8][CH2:2][CH2:3][CH2:4][CH2:5][CH2:6][CH3:7])=[CH:10][CH:11]=2)([OH:32])[CH2:28][CH2:27]1)=[O:25])[C:17]1[CH:22]=[CH:21][CH:20]=[CH:19][CH:18]=1. The catalyst class is: 7. (8) Reactant: [C:1]([C:4]1[C:5](=[O:16])[O:6][C:7]2[C:12]([CH:13]=1)=[CH:11][CH:10]=[C:9]([CH2:14][OH:15])[CH:8]=2)(=[O:3])[CH3:2].[Br:17]Br. Product: [Br:17][CH2:2][C:1]([C:4]1[C:5](=[O:16])[O:6][C:7]2[C:12]([CH:13]=1)=[CH:11][CH:10]=[C:9]([CH2:14][OH:15])[CH:8]=2)=[O:3]. The catalyst class is: 22. (9) Reactant: [CH2:1]([O:3][C:4]([C:6]1[C:7]([CH3:16])=[N:8][C:9]2[C:14]([CH:15]=1)=[CH:13][CH:12]=[N:11][CH:10]=2)=[O:5])[CH3:2].[Br:17]N1C(=O)CCC1=O. Product: [CH2:1]([O:3][C:4]([C:6]1[C:7]([CH3:16])=[N:8][C:9]2[C:14]([CH:15]=1)=[C:13]([Br:17])[CH:12]=[N:11][CH:10]=2)=[O:5])[CH3:2]. The catalyst class is: 15.